Dataset: Forward reaction prediction with 1.9M reactions from USPTO patents (1976-2016). Task: Predict the product of the given reaction. (1) Given the reactants [NH2:1][C:2]1[N:7]=[C:6]([O:8][CH2:9][C:10]([O:12]C)=[O:11])[C:5]([C:14]2[CH:19]=[CH:18][C:17](=[O:20])[N:16]([CH:21]([CH3:23])[CH3:22])[N:15]=2)=[C:4]([C:24]2[CH:29]=[CH:28][CH:27]=[CH:26][CH:25]=2)[N:3]=1.Cl.CC(C)=O, predict the reaction product. The product is: [NH2:1][C:2]1[N:7]=[C:6]([O:8][CH2:9][C:10]([OH:12])=[O:11])[C:5]([C:14]2[CH:19]=[CH:18][C:17](=[O:20])[N:16]([CH:21]([CH3:23])[CH3:22])[N:15]=2)=[C:4]([C:24]2[CH:25]=[CH:26][CH:27]=[CH:28][CH:29]=2)[N:3]=1. (2) Given the reactants [NH2:1][C:2]1[O:6][CH:5]([C:7]2[CH:12]=[CH:11][CH:10]=[CH:9][C:8]=2[Cl:13])[C:4](=[O:14])[C:3]=1[OH:15].C(N(CC)CC)C.[C:23]1([CH2:29][S:30](Cl)(=[O:32])=[O:31])[CH:28]=[CH:27][CH:26]=[CH:25][CH:24]=1.[Cl-].[NH4+], predict the reaction product. The product is: [Cl:13][C:8]1[CH:9]=[CH:10][CH:11]=[CH:12][C:7]=1[CH:5]1[C:4](=[O:14])[C:3]([O:15][S:30]([CH2:29][C:23]2[CH:28]=[CH:27][CH:26]=[CH:25][CH:24]=2)(=[O:32])=[O:31])=[C:2]([NH2:1])[O:6]1.